Dataset: NCI-60 drug combinations with 297,098 pairs across 59 cell lines. Task: Regression. Given two drug SMILES strings and cell line genomic features, predict the synergy score measuring deviation from expected non-interaction effect. Drug 1: CC12CCC3C(C1CCC2=O)CC(=C)C4=CC(=O)C=CC34C. Drug 2: C1=CN(C(=O)N=C1N)C2C(C(C(O2)CO)O)O.Cl. Cell line: K-562. Synergy scores: CSS=54.6, Synergy_ZIP=1.72, Synergy_Bliss=2.19, Synergy_Loewe=1.41, Synergy_HSA=2.73.